Dataset: Reaction yield outcomes from USPTO patents with 853,638 reactions. Task: Predict the reaction yield, written as a fraction of the theoretical maximum amount of product (1.0 means a 100% yield; for example, 0.34 means a 34% yield). (1) The reactants are C(OC([N:8]1[CH2:12][CH:11]([C:13]#[N:14])[CH2:10][CH:9]1[C:15]1[NH:16][C:17]([C:20]2[CH:29]=[CH:28][C:27]3[C:22](=[CH:23][CH:24]=[C:25]([C:30]4[CH:35]=[CH:34][C:33]([C:36]5[NH:37][C:38]([CH:41]6[CH2:47][C:44]7([CH2:46][CH2:45]7)[CH2:43][N:42]6[C:48](=[O:58])[CH:49]([NH:53][C:54]([O:56][CH3:57])=[O:55])[CH:50]([CH3:52])[CH3:51])=[N:39][CH:40]=5)=[CH:32][CH:31]=4)[CH:26]=3)[CH:21]=2)=[CH:18][N:19]=1)=O)(C)(C)C.[ClH:59].O1CCOCC1. The yield is 0.920. The catalyst is C(Cl)Cl. The product is [ClH:59].[ClH:59].[ClH:59].[CH3:57][O:56][C:54](=[O:55])[NH:53][CH:49]([C:48]([N:42]1[CH:41]([C:38]2[NH:37][C:36]([C:33]3[CH:32]=[CH:31][C:30]([C:25]4[CH:24]=[CH:23][C:22]5[C:27](=[CH:28][CH:29]=[C:20]([C:17]6[NH:16][C:15]([CH:9]7[CH2:10][CH:11]([C:13]#[N:14])[CH2:12][NH:8]7)=[N:19][CH:18]=6)[CH:21]=5)[CH:26]=4)=[CH:35][CH:34]=3)=[CH:40][N:39]=2)[CH2:47][C:44]2([CH2:45][CH2:46]2)[CH2:43]1)=[O:58])[CH:50]([CH3:52])[CH3:51]. (2) The reactants are [CH2:1]([C:3]1[N:4]([C:28]2[CH:33]=[CH:32][C:31]([OH:34])=[CH:30][CH:29]=2)[C:5](=[O:27])[C:6]([CH2:12][C:13]2[CH:18]=[CH:17][C:16]([C:19]3[C:20]([C:25]#[N:26])=[CH:21][CH:22]=[CH:23][CH:24]=3)=[CH:15][CH:14]=2)=[C:7]([CH2:9][CH2:10][CH3:11])[N:8]=1)[CH3:2].C1(P([C:48]2[CH:53]=CC=CC=2)C2C=CC=CC=2)C=CC=CC=1.[N:55]([C:56]([O:58]C(C)C)=[O:57])=[N:55][C:56]([O:58]C(C)C)=[O:57].[O:68]1[CH2:72][CH2:71][CH2:70][CH2:69]1. The catalyst is C(OCC)(=O)C. The product is [CH2:1]([C:3]1[N:4]([C:28]2[CH:33]=[CH:32][C:31]([O:34][CH2:69][CH:70]3[CH2:48][CH2:53][O:68][CH2:72][CH2:71]3)=[CH:30][CH:29]=2)[C:5](=[O:27])[C:6]([CH2:12][C:13]2[CH:18]=[CH:17][C:16]([C:19]3[CH:24]=[CH:23][CH:22]=[CH:21][C:20]=3[C:25]3[NH:55][C:56](=[O:57])[O:58][N:26]=3)=[CH:15][CH:14]=2)=[C:7]([CH2:9][CH2:10][CH3:11])[N:8]=1)[CH3:2]. The yield is 0.730. (3) The reactants are [NH:1]1[CH:5]=[CH:4][N:3]=[CH:2]1.[H-].[Na+].F[C:9]1[CH:10]=[N:11][CH:12]=[CH:13][CH:14]=1.C(=O)(O)[O-].[Na+]. The product is [N:1]1([C:9]2[CH:10]=[N:11][CH:12]=[CH:13][CH:14]=2)[CH:5]=[CH:4][N:3]=[CH:2]1. The yield is 0.590. The catalyst is CN(C=O)C. (4) The yield is 0.620. The product is [CH2:26]([O:25][C:23]1[CH:24]=[C:19]([O:18][CH2:11][C:12]2[CH:17]=[CH:16][CH:15]=[CH:14][CH:13]=2)[CH:20]=[C:21]([OH:33])[C:22]=1[CH2:1]/[CH:2]=[CH:3]/[C:4]1[CH:9]=[CH:8][CH:7]=[CH:6][CH:5]=1)[C:27]1[CH:28]=[CH:29][CH:30]=[CH:31][CH:32]=1. The reactants are [CH2:1](O)[CH:2]=[CH:3][C:4]1[CH:9]=[CH:8][CH:7]=[CH:6][CH:5]=1.[CH2:11]([O:18][C:19]1[CH:20]=[C:21]([OH:33])[CH:22]=[C:23]([O:25][CH2:26][C:27]2[CH:32]=[CH:31][CH:30]=[CH:29][CH:28]=2)[CH:24]=1)[C:12]1[CH:17]=[CH:16][CH:15]=[CH:14][CH:13]=1. No catalyst specified. (5) The reactants are Br.[Br:2][C:3]1[CH:12]=[CH:11][CH:10]=[C:9]2[C:4]=1[CH2:5][CH2:6][NH:7][CH2:8]2.[C:13](O[C:13]([O:15][C:16]([CH3:19])([CH3:18])[CH3:17])=[O:14])([O:15][C:16]([CH3:19])([CH3:18])[CH3:17])=[O:14].C(N(CC)CC)C. The catalyst is C1COCC1. The product is [Br:2][C:3]1[CH:12]=[CH:11][CH:10]=[C:9]2[C:4]=1[CH2:5][CH2:6][N:7]([C:13]([O:15][C:16]([CH3:19])([CH3:18])[CH3:17])=[O:14])[CH2:8]2. The yield is 0.990.